From a dataset of Forward reaction prediction with 1.9M reactions from USPTO patents (1976-2016). Predict the product of the given reaction. (1) Given the reactants Cl[C:2]1[N:7]=[CH:6][C:5]([C:8]2[C:16]3[C:11](=[CH:12][C:13]([F:17])=[CH:14][CH:15]=3)[N:10](S(C3C=CC=CC=3)(=O)=O)[CH:9]=2)=[CH:4][CH:3]=1.[NH2:27][CH2:28][CH2:29][OH:30], predict the reaction product. The product is: [F:17][C:13]1[CH:12]=[C:11]2[C:16]([C:8]([C:5]3[CH:4]=[CH:3][C:2]([NH:27][CH2:28][CH2:29][OH:30])=[N:7][CH:6]=3)=[CH:9][NH:10]2)=[CH:15][CH:14]=1. (2) Given the reactants [Br:1][C:2]1[CH:3]=[CH:4][C:5]([S:17](=[O:24])(=[O:23])[NH:18][C:19]([CH3:22])([CH3:21])[CH3:20])=[C:6]([CH:16]=1)[CH2:7][CH2:8][NH:9][C:10](=[O:15])[C:11]([F:14])([F:13])[F:12].C1C(=O)N([Br:32])C(=O)C1.CC(N=NC(C#N)(C)C)(C#N)C, predict the reaction product. The product is: [Br:32][CH:7]([C:6]1[CH:16]=[C:2]([Br:1])[CH:3]=[CH:4][C:5]=1[S:17](=[O:23])(=[O:24])[NH:18][C:19]([CH3:21])([CH3:20])[CH3:22])[CH2:8][NH:9][C:10](=[O:15])[C:11]([F:14])([F:12])[F:13]. (3) Given the reactants O=[C:2]([NH:8][CH2:9][C:10](=[O:22])[C:11]1[CH:16]=[CH:15][C:14]([O:17][C:18]([F:21])([F:20])[F:19])=[CH:13][CH:12]=1)[C:3]([O:5][CH2:6][CH3:7])=[O:4], predict the reaction product. The product is: [F:21][C:18]([F:19])([F:20])[O:17][C:14]1[CH:13]=[CH:12][C:11]([C:10]2[O:22][C:2]([C:3]([O:5][CH2:6][CH3:7])=[O:4])=[N:8][CH:9]=2)=[CH:16][CH:15]=1. (4) Given the reactants Br[C:2]1[CH:11]=[C:10]2[C:5]([C:6]([CH3:15])([CH3:14])[CH2:7][C:8](=[O:13])[N:9]2[CH3:12])=[CH:4][C:3]=1[CH3:16].[C:17](=[O:20])([O-])[O-].[K+].[K+], predict the reaction product. The product is: [CH3:8][N:9]([CH3:12])[C:10]1[CH:11]=[CH:2][C:3]([CH:17]=[O:20])=[CH:4][C:5]=1[C:2]1[CH:11]=[C:10]2[C:5]([C:6]([CH3:15])([CH3:14])[CH2:7][C:8](=[O:13])[N:9]2[CH3:12])=[CH:4][C:3]=1[CH3:16]. (5) Given the reactants [OH:1][C@@:2]1([C:9]#[C:10][C:11]2[CH:12]=[C:13]([C:17]3[C:18]4[N:19]([CH:26]=[CH:27][N:28]=4)[CH:20]=[C:21]([C:23]([O-])=[O:24])[N:22]=3)[CH:14]=[CH:15][CH:16]=2)[CH2:6][CH2:5][N:4]([CH3:7])[C:3]1=[O:8].[NH3:29], predict the reaction product. The product is: [OH:1][C@@:2]1([C:9]#[C:10][C:11]2[CH:12]=[C:13]([C:17]3[C:18]4[N:19]([CH:26]=[CH:27][N:28]=4)[CH:20]=[C:21]([C:23]([NH2:29])=[O:24])[N:22]=3)[CH:14]=[CH:15][CH:16]=2)[CH2:6][CH2:5][N:4]([CH3:7])[C:3]1=[O:8]. (6) The product is: [C:16]([C:15]1[CH:18]=[C:11]([C:10]#[C:9][C:4]2[CH:5]=[CH:6][C:7]([F:8])=[C:2]([N:1]([S:20]([CH3:19])(=[O:22])=[O:21])[S:20]([CH3:19])(=[O:22])=[O:21])[CH:3]=2)[CH:12]=[N:13][CH:14]=1)#[N:17]. Given the reactants [NH2:1][C:2]1[CH:3]=[C:4]([C:9]#[C:10][C:11]2[CH:12]=[N:13][CH:14]=[C:15]([CH:18]=2)[C:16]#[N:17])[CH:5]=[CH:6][C:7]=1[F:8].[CH3:19][S:20](Cl)(=[O:22])=[O:21], predict the reaction product. (7) Given the reactants [NH2:1][N:2]1[CH:6]=[CH:5][C:4]([CH3:7])=[C:3]1[C:8]([NH:10][C:11]1[CH:16]=[CH:15][CH:14]=[CH:13][CH:12]=1)=[O:9].[C:17]([O:21][C:22]([NH:24][C@@H:25]([CH3:29])[C:26](O)=[O:27])=[O:23])([CH3:20])([CH3:19])[CH3:18].C(N(CC)C(C)C)(C)C.C(P1(=O)OP(CCC)(=O)OP(CCC)(=O)O1)CC, predict the reaction product. The product is: [CH3:7][C:4]1[CH:5]=[CH:6][N:2]([NH:1][C:26](=[O:27])[C@@H:25]([NH:24][C:22](=[O:23])[O:21][C:17]([CH3:19])([CH3:18])[CH3:20])[CH3:29])[C:3]=1[C:8](=[O:9])[NH:10][C:11]1[CH:12]=[CH:13][CH:14]=[CH:15][CH:16]=1. (8) Given the reactants [CH:1]1([C:4]2[NH:8][N:7]=[C:6]([NH:9][C:10]3[C:15]([F:16])=[CH:14][C:13]([N+:17]([O-])=O)=[C:12]([NH:20][C@H:21]([C:23]4[CH:28]=[CH:27][C:26]([F:29])=[CH:25][N:24]=4)[CH3:22])[N:11]=3)[CH:5]=2)[CH2:3][CH2:2]1.[NH4+].[Cl-].[C:32](O)(=O)C.C(N)=N, predict the reaction product. The product is: [CH:1]1([C:4]2[NH:8][N:7]=[C:6]([NH:9][C:10]3[N:11]=[C:12]4[N:20]([C@H:21]([C:23]5[CH:28]=[CH:27][C:26]([F:29])=[CH:25][N:24]=5)[CH3:22])[CH:32]=[N:17][C:13]4=[CH:14][C:15]=3[F:16])[CH:5]=2)[CH2:3][CH2:2]1. (9) Given the reactants [NH2:1][C:2]1[CH:7]=[C:6]([C:8]([F:11])([F:10])[F:9])[C:5]([Cl:12])=[CH:4][C:3]=1[NH:13][C:14]1[CH:19]=[CH:18][C:17]([CH2:20][CH2:21][OH:22])=[CH:16][CH:15]=1.[N:23]1[CH:28]=[CH:27][CH:26]=[CH:25][C:24]=1[CH:29]=O.CCO, predict the reaction product. The product is: [Cl:12][C:5]1[C:6]([C:8]([F:10])([F:11])[F:9])=[CH:7][C:2]2[N:1]=[C:29]([C:24]3[CH:25]=[CH:26][CH:27]=[CH:28][N:23]=3)[N:13]([C:14]3[CH:19]=[CH:18][C:17]([CH2:20][CH2:21][OH:22])=[CH:16][CH:15]=3)[C:3]=2[CH:4]=1. (10) Given the reactants [CH3:1][N:2]1[C:6]2[CH:7]=[CH:8][CH:9]=[C:10]([N+:11]([O-])=O)[C:5]=2[N:4]=[CH:3]1.[H][H], predict the reaction product. The product is: [CH3:1][N:2]1[C:6]2[CH:7]=[CH:8][CH:9]=[C:10]([NH2:11])[C:5]=2[N:4]=[CH:3]1.